From a dataset of Forward reaction prediction with 1.9M reactions from USPTO patents (1976-2016). Predict the product of the given reaction. The product is: [Cl:1][C:2]1[CH:3]=[CH:4][C:5]([O:17][CH2:18][C:19]2[CH:24]=[CH:23][CH:22]=[CH:21][CH:20]=2)=[C:6]([CH2:8][C:9]2[S:10][CH:11]=[C:12]([C:14]([N:57]([CH3:58])[O:56][CH3:55])=[O:16])[N:13]=2)[CH:7]=1. Given the reactants [Cl:1][C:2]1[CH:3]=[CH:4][C:5]([O:17][CH2:18][C:19]2[CH:24]=[CH:23][CH:22]=[CH:21][CH:20]=2)=[C:6]([CH2:8][C:9]2[S:10][CH:11]=[C:12]([C:14]([OH:16])=O)[N:13]=2)[CH:7]=1.CN1CCOCC1.O.ON1C2C=CC=CC=2N=N1.CN(C)CCCN=C=NCC.Cl.[CH3:55][O:56][NH:57][CH3:58], predict the reaction product.